From a dataset of Peptide-MHC class I binding affinity with 185,985 pairs from IEDB/IMGT. Regression. Given a peptide amino acid sequence and an MHC pseudo amino acid sequence, predict their binding affinity value. This is MHC class I binding data. (1) The peptide sequence is AYKKQFSQY. The MHC is HLA-B51:01 with pseudo-sequence HLA-B51:01. The binding affinity (normalized) is 0.0847. (2) The peptide sequence is HVDGKILFV. The binding affinity (normalized) is 0.136. The MHC is HLA-B53:01 with pseudo-sequence HLA-B53:01.